Dataset: Full USPTO retrosynthesis dataset with 1.9M reactions from patents (1976-2016). Task: Predict the reactants needed to synthesize the given product. Given the product [NH2:38][C:2]([CH3:1])([CH3:37])[C:3]([NH:5][C@H:6]([CH2:33][CH:34]([CH3:35])[CH3:36])[C:7]([NH:8][CH:9]1[CH2:18][C:17]2[C:12](=[C:13]([N:19]3[CH2:23][CH2:22][CH2:21][C:20]3=[O:24])[CH:14]=[CH:15][CH:16]=2)[N:11]([CH2:25][C:26]2[CH:30]=[CH:29][S:28][CH:27]=2)[C:10]1=[O:31])=[O:32])=[O:4], predict the reactants needed to synthesize it. The reactants are: [CH3:1][C:2]([NH:38]C(=O)OC(C)(C)C)([CH3:37])[C:3]([NH:5][C@H:6]([CH2:33][CH:34]([CH3:36])[CH3:35])[C:7](=[O:32])[NH:8][CH:9]1[CH2:18][C:17]2[C:12](=[C:13]([N:19]3[CH2:23][CH2:22][CH2:21][C:20]3=[O:24])[CH:14]=[CH:15][CH:16]=2)[N:11]([CH2:25][C:26]2[CH:30]=[CH:29][S:28][CH:27]=2)[C:10]1=[O:31])=[O:4].Cl.C(=O)(O)[O-].[Na+].